The task is: Predict the reactants needed to synthesize the given product.. This data is from Full USPTO retrosynthesis dataset with 1.9M reactions from patents (1976-2016). (1) Given the product [Br:16][C:17]1[CH:18]=[C:19]2[C:23](=[CH:24][CH:25]=1)[N:22]([C:9]([O:11][C:12]([CH3:15])([CH3:14])[CH3:13])=[O:10])[N:21]=[C:20]2[C:9]([O:11][C:12]([CH3:13])([CH3:14])[CH3:15])=[O:10], predict the reactants needed to synthesize it. The reactants are: [CH3:13][C:12]([O:11][C:9](O[C:9]([O:11][C:12]([CH3:15])([CH3:14])[CH3:13])=[O:10])=[O:10])([CH3:15])[CH3:14].[Br:16][C:17]1[CH:18]=[C:19]2[C:23](=[CH:24][CH:25]=1)[NH:22][N:21]=[C:20]2NC. (2) Given the product [CH:1]1([C@H:4]([O:26][CH2:30][C:31]([O:33][CH2:34][CH3:35])=[O:32])[C:5]([N:7]2[CH2:11][C:10]([C:12]3[CH:17]=[C:16]([F:18])[CH:15]=[CH:14][C:13]=3[F:19])=[CH:9][C@H:8]2[C:20]2[CH:21]=[CH:22][CH:23]=[CH:24][CH:25]=2)=[O:6])[CH2:3][CH2:2]1, predict the reactants needed to synthesize it. The reactants are: [CH:1]1([CH:4]([OH:26])[C:5]([N:7]2[CH2:11][C:10]([C:12]3[CH:17]=[C:16]([F:18])[CH:15]=[CH:14][C:13]=3[F:19])=[CH:9][C@H:8]2[C:20]2[CH:25]=[CH:24][CH:23]=[CH:22][CH:21]=2)=[O:6])[CH2:3][CH2:2]1.[H-].[Na+].Br[CH2:30][C:31]([O:33][CH2:34][CH3:35])=[O:32]. (3) Given the product [Br:1][C:2]1[CH:3]=[N:4][CH:5]=[C:6]([CH:10]=1)[C:7]([N:23]=[S@:21]([CH3:20])(=[O:22])[C:24]1[CH:29]=[CH:28][CH:27]=[CH:26][CH:25]=1)=[O:9], predict the reactants needed to synthesize it. The reactants are: [Br:1][C:2]1[CH:3]=[N:4][CH:5]=[C:6]([CH:10]=1)[C:7]([OH:9])=O.C(N(CC)C(C)C)(C)C.[CH3:20][S@@:21]([C:24]1[CH:29]=[CH:28][CH:27]=[CH:26][CH:25]=1)(=[NH:23])=[O:22].C1CN([P+](ON2N=NC3C=CC=CC2=3)(N2CCCC2)N2CCCC2)CC1.F[P-](F)(F)(F)(F)F. (4) Given the product [C:44]([C:48]1[CH:49]=[CH:50][C:51]([CH2:52][N:53]([CH2:54][CH2:55][C:56]2[CH:61]=[C:60]([C:62]([F:65])([F:63])[F:64])[CH:59]=[CH:58][C:57]=2[F:66])[C:10]([C:8]2[CH:7]=[CH:6][CH:5]=[C:4]3[C:9]=2[NH:1][CH:2]=[CH:3]3)=[O:12])=[CH:67][CH:68]=1)([CH3:47])([CH3:45])[CH3:46], predict the reactants needed to synthesize it. The reactants are: [NH:1]1[C:9]2[C:4](=[CH:5][CH:6]=[CH:7][C:8]=2[C:10]([OH:12])=O)[CH:3]=[CH:2]1.CN(C(ON1N=NC2C=CC=CC1=2)=[N+](C)C)C.[B-](F)(F)(F)F.C(N(CC)C(C)C)(C)C.[C:44]([C:48]1[CH:68]=[CH:67][C:51]([CH2:52][NH:53][CH2:54][CH2:55][C:56]2[CH:61]=[C:60]([C:62]([F:65])([F:64])[F:63])[CH:59]=[CH:58][C:57]=2[F:66])=[CH:50][CH:49]=1)([CH3:47])([CH3:46])[CH3:45]. (5) Given the product [CH2:8]([O:15][CH2:23][CH2:16][CH2:17][CH2:18][S:19]([O-:22])(=[O:21])=[O:20])[C:9]1[CH:14]=[CH:13][CH:12]=[CH:11][CH:10]=1.[Na+:2], predict the reactants needed to synthesize it. The reactants are: [H-].[Na+:2].CN(C)C=O.[CH2:8]([OH:15])[C:9]1[CH:14]=[CH:13][CH:12]=[CH:11][CH:10]=1.[CH2:16]1[CH2:23][O:22][S:19](=[O:21])(=[O:20])[CH2:18][CH2:17]1. (6) Given the product [Cl:4][C:7]([C:10]1[CH:15]=[CH:14][C:13]([CH:16]2[CH2:21][CH2:20][N:19]([C:22]([O:24][C:25]([CH3:28])([CH3:27])[CH3:26])=[O:23])[CH2:18][CH:17]2[O:29][CH2:30][C:31]2[CH:32]=[CH:33][C:34]3[O:39][CH2:38][C:37](=[O:40])[N:36]([CH2:41][CH2:42][CH2:43][O:44][CH3:45])[C:35]=3[CH:46]=2)=[CH:12][CH:11]=1)=[O:8], predict the reactants needed to synthesize it. The reactants are: C(Cl)(=O)C([Cl:4])=O.[C:7]([C:10]1[CH:15]=[CH:14][C:13]([CH:16]2[CH2:21][CH2:20][N:19]([C:22]([O:24][C:25]([CH3:28])([CH3:27])[CH3:26])=[O:23])[CH2:18][CH:17]2[O:29][CH2:30][C:31]2[CH:32]=[CH:33][C:34]3[O:39][CH2:38][C:37](=[O:40])[N:36]([CH2:41][CH2:42][CH2:43][O:44][CH3:45])[C:35]=3[CH:46]=2)=[CH:12][CH:11]=1)(O)=[O:8]. (7) Given the product [Cl:21][C:22]1[C:27]2[NH:28][C:29]([CH3:31])=[N:30][C:26]=2[CH:25]=[C:24]([O:32][C:33]2[N:34]=[CH:35][N:36]=[C:37]([N:17]3[CH2:18][CH2:19][CH:14]([N:10]4[CH2:9][CH2:8][C:7]5[CH:20]=[C:3]([O:2][CH3:1])[CH:4]=[CH:5][C:6]=5[NH:12][C:11]4=[O:13])[CH2:15][CH2:16]3)[CH:38]=2)[CH:23]=1, predict the reactants needed to synthesize it. The reactants are: [CH3:1][O:2][C:3]1[CH:4]=[CH:5][C:6]2[NH:12][C:11](=[O:13])[N:10]([CH:14]3[CH2:19][CH2:18][NH:17][CH2:16][CH2:15]3)[CH2:9][CH2:8][C:7]=2[CH:20]=1.[Cl:21][C:22]1[C:27]2[NH:28][C:29]([CH3:31])=[N:30][C:26]=2[CH:25]=[C:24]([O:32][C:33]2[CH:38]=[C:37](Cl)[N:36]=[CH:35][N:34]=2)[CH:23]=1.CCN(C(C)C)C(C)C.O.